Dataset: Reaction yield outcomes from USPTO patents with 853,638 reactions. Task: Predict the reaction yield, written as a fraction of the theoretical maximum amount of product (1.0 means a 100% yield; for example, 0.34 means a 34% yield). The reactants are FC(F)(F)C(O)=O.C([O:12][C:13]([CH2:15][N:16]([CH3:34])[S:17]([C:20]1[CH:29]=[CH:28][C:27]2[NH:26][C:25](=[O:30])[C:24]3[NH:31][CH:32]=[CH:33][C:23]=3[C:22]=2[CH:21]=1)(=[O:19])=[O:18])=[O:14])(C)(C)C.[CH2:35]([C:38]([O-:40])=[O:39])[CH2:36][CH3:37]. The catalyst is ClC(Cl)C. The product is [C:13]([CH2:15][N:16]([CH3:34])[S:17]([C:20]1[CH:29]=[CH:28][C:27]2[NH:26][C:25](=[O:30])[C:24]3[NH:31][CH:32]=[CH:33][C:23]=3[C:22]=2[CH:21]=1)(=[O:19])=[O:18])([OH:14])=[O:12].[CH2:35]([C:38]([O-:40])=[O:39])[CH2:36][CH3:37]. The yield is 0.900.